This data is from Peptide-MHC class II binding affinity with 134,281 pairs from IEDB. The task is: Regression. Given a peptide amino acid sequence and an MHC pseudo amino acid sequence, predict their binding affinity value. This is MHC class II binding data. The peptide sequence is VMRYTIDKEFEKICR. The MHC is H-2-IAb with pseudo-sequence H-2-IAb. The binding affinity (normalized) is 0.